From a dataset of Peptide-MHC class II binding affinity with 134,281 pairs from IEDB. Regression. Given a peptide amino acid sequence and an MHC pseudo amino acid sequence, predict their binding affinity value. This is MHC class II binding data. The peptide sequence is PLMSSKFPELGMNPS. The MHC is DRB1_1501 with pseudo-sequence DRB1_1501. The binding affinity (normalized) is 0.249.